This data is from Full USPTO retrosynthesis dataset with 1.9M reactions from patents (1976-2016). The task is: Predict the reactants needed to synthesize the given product. (1) Given the product [CH:9]1([C:2]2[CH:7]=[CH:6][N:5]=[C:4]([NH2:8])[CH:3]=2)[CH2:11][CH2:10]1, predict the reactants needed to synthesize it. The reactants are: Br[C:2]1[CH:7]=[CH:6][N:5]=[C:4]([NH2:8])[CH:3]=1.[CH:9]1(B(O)O)[CH2:11][CH2:10]1.C([O-])([O-])=O.[K+].[K+]. (2) The reactants are: [CH2:1]([OH:4])[CH2:2][OH:3].[C:5](#[N:8])[CH:6]=[CH2:7].Cl. Given the product [CH2:1]([O:4][CH2:7][CH2:6][C:5]#[N:8])[CH2:2][O:3][CH2:7][CH2:6][C:5]#[N:8], predict the reactants needed to synthesize it. (3) Given the product [F:1][C:2]1[CH:11]=[CH:10][C:5]2[N:6]([CH:26]([CH3:32])[C:27]([OH:29])=[O:28])[C:7](=[N:9][C:17](=[O:18])[C:16]3[CH:20]=[CH:21][CH:22]=[C:14]([C:13]([F:24])([F:23])[F:12])[CH:15]=3)[S:8][C:4]=2[CH:3]=1, predict the reactants needed to synthesize it. The reactants are: [F:1][C:2]1[CH:11]=[CH:10][C:5]2[N:6]=[C:7]([NH2:9])[S:8][C:4]=2[CH:3]=1.[F:12][C:13]([F:24])([F:23])[C:14]1[CH:15]=[C:16]([CH:20]=[CH:21][CH:22]=1)[C:17](Cl)=[O:18].Br[CH:26]([CH3:32])[C:27]([O:29]CC)=[O:28].COC1C=CC2N=C(N)SC=2C=1.ClC1C=C(C=CC=1)C(Cl)=O.BrCC(OCC)=O. (4) Given the product [N:25]([CH:6]1[CH2:10][O:9][CH:8]2[CH:11]([O:14][CH2:15][CH2:16][O:17][CH2:18][C:19]3[CH:24]=[CH:23][CH:22]=[CH:21][CH:20]=3)[CH2:12][O:13][CH:7]12)=[N+:26]=[N-:27], predict the reactants needed to synthesize it. The reactants are: CS(O[CH:6]1[CH2:10][O:9][CH:8]2[CH:11]([O:14][CH2:15][CH2:16][O:17][CH2:18][C:19]3[CH:24]=[CH:23][CH:22]=[CH:21][CH:20]=3)[CH2:12][O:13][CH:7]12)(=O)=O.[N:25]([Na])=[N+:26]=[N-:27]. (5) Given the product [F:1][C:2]1[CH:9]=[CH:8][CH:7]=[CH:6][C:3]=1[CH:4]=[N:15][C:14]1[CH:16]=[CH:17][CH:18]=[C:12]([O:11][CH3:10])[CH:13]=1, predict the reactants needed to synthesize it. The reactants are: [F:1][C:2]1[CH:9]=[CH:8][CH:7]=[CH:6][C:3]=1[CH:4]=O.[CH3:10][O:11][C:12]1[CH:13]=[C:14]([CH:16]=[CH:17][CH:18]=1)[NH2:15].